This data is from Forward reaction prediction with 1.9M reactions from USPTO patents (1976-2016). The task is: Predict the product of the given reaction. (1) Given the reactants [Cl:1][C:2]1[CH:7]=[CH:6][C:5]([C@@H:8]2[CH2:10][C@H:9]2[CH2:11][OH:12])=[CH:4][CH:3]=1.[Cl:13][C:14]1[C:19]([C:20]([F:23])([F:22])[F:21])=[C:18](Cl)[CH:17]=[CH:16][N:15]=1, predict the reaction product. The product is: [Cl:13][C:14]1[C:19]([C:20]([F:21])([F:22])[F:23])=[C:18]([O:12][CH2:11][C@H:9]2[CH2:10][C@@H:8]2[C:5]2[CH:4]=[CH:3][C:2]([Cl:1])=[CH:7][CH:6]=2)[CH:17]=[CH:16][N:15]=1. (2) Given the reactants [Cl:1][C:2]1[CH:7]=[C:6]([Cl:8])[CH:5]=[CH:4][C:3]=1[C:9]1[N:10]([CH3:21])[C:11]([CH3:20])=[C:12]2[C:17](=O)[NH:16][C:15]([CH3:19])=[N:14][C:13]=12.[C:22](#[N:24])[CH3:23].Cl.C(Cl)Cl.[CH3:29][OH:30].[O:31]1[CH2:36]CO[CH2:33][CH2:32]1, predict the reaction product. The product is: [CH3:29][O:30][CH2:23][CH2:22][N:24]([CH2:33][CH2:32][O:31][CH3:36])[C:17]1[C:12]2[C:13](=[C:9]([C:3]3[CH:4]=[CH:5][C:6]([Cl:8])=[CH:7][C:2]=3[Cl:1])[N:10]([CH3:21])[C:11]=2[CH3:20])[N:14]=[C:15]([CH3:19])[N:16]=1. (3) Given the reactants [CH3:1][CH:2]([CH3:14])[C@@H:3]([NH:6][C:7](=[O:13])[O:8][C:9]([CH3:12])([CH3:11])[CH3:10])[CH:4]=[O:5].[CH3:15][Mg]Br.CO.[NH4+].[Cl-], predict the reaction product. The product is: [OH:5][CH:4]([C@H:3]([NH:6][C:7](=[O:13])[O:8][C:9]([CH3:12])([CH3:11])[CH3:10])[CH:2]([CH3:14])[CH3:1])[CH3:15]. (4) The product is: [NH2:1][C:2]1[CH:7]=[C:6]([CH:8]([F:10])[CH3:9])[N:5]=[C:4]([C:11]([OH:13])=[O:12])[C:3]=1[O:15][CH3:16]. Given the reactants [NH2:1][C:2]1[CH:7]=[C:6]([CH:8]([F:10])[CH3:9])[N:5]=[C:4]([C:11]([O:13]C)=[O:12])[C:3]=1[O:15][CH3:16].[OH-].[Na+].Cl, predict the reaction product. (5) The product is: [C:31]([C:28]([C:24]1[CH:23]=[C:22]([CH:27]=[CH:26][CH:25]=1)[C:21]([NH:20][C:18]1[CH:17]=[CH:16][C:15]([CH3:34])=[C:14]([NH:13][C:11]([C:9]2[S:8][C:6]3=[N:7][C:2]([C:37]4[CH:36]=[N:35][CH:40]=[CH:39][CH:38]=4)=[CH:3][N:4]=[C:5]3[CH:10]=2)=[O:12])[CH:19]=1)=[O:33])([CH3:30])[CH3:29])#[N:32]. Given the reactants Cl[C:2]1[N:7]=[C:6]2[S:8][C:9]([C:11]([NH:13][C:14]3[CH:19]=[C:18]([NH:20][C:21](=[O:33])[C:22]4[CH:27]=[CH:26][CH:25]=[C:24]([C:28]([C:31]#[N:32])([CH3:30])[CH3:29])[CH:23]=4)[CH:17]=[CH:16][C:15]=3[CH3:34])=[O:12])=[CH:10][C:5]2=[N:4][CH:3]=1.[N:35]1[CH:40]=[CH:39][CH:38]=[C:37](B(O)O)[CH:36]=1.P([O-])([O-])([O-])=O.[K+].[K+].[K+].C1(P(C2CCCCC2)C2C=CC=CC=2C2C(C(C)C)=CC(C(C)C)=CC=2C(C)C)CCCCC1, predict the reaction product. (6) Given the reactants [CH3:1][C:2]1[N:12]=[C:11]2[N:6]([CH2:7][CH2:8][CH2:9][CH:10]2[OH:13])[C:4](=[O:5])[C:3]=1[CH2:14][CH2:15][N:16]1[CH2:21][CH2:20][CH:19]([C:22]2[C:23]3[CH:24]=[CH:25][C:26]([F:31])=[CH:27][C:28]=3[O:29][N:30]=2)[CH2:18][CH2:17]1.[C:32]([OH:51])(=[O:50])[CH2:33][CH2:34][CH2:35][CH2:36][CH2:37][CH2:38][CH2:39][CH2:40][CH2:41][CH2:42][CH2:43][CH2:44][CH2:45][CH2:46][CH2:47][CH2:48][CH3:49].C(N(CC)CC)C.C(Cl)(=O)C1C=CC=CC=1, predict the reaction product. The product is: [CH3:1][C:2]1[N:12]=[C:11]2[N:6]([CH2:7][CH2:8][CH2:9][CH:10]2[OH:13])[C:4](=[O:5])[C:3]=1[CH2:14][CH2:15][N:16]1[CH2:21][CH2:20][CH:19]([C:22]2[C:23]3[CH:24]=[CH:25][C:26]([F:31])=[CH:27][C:28]=3[O:29][N:30]=2)[CH2:18][CH2:17]1.[C:32]([O-:51])(=[O:50])[CH2:33][CH2:34][CH2:35][CH2:36][CH2:37][CH2:38][CH2:39][CH2:40][CH2:41][CH2:42][CH2:43][CH2:44][CH2:45][CH2:46][CH2:47][CH2:48][CH3:49].